From a dataset of Full USPTO retrosynthesis dataset with 1.9M reactions from patents (1976-2016). Predict the reactants needed to synthesize the given product. (1) Given the product [C:2]([C@H:4]1[CH2:8][CH2:7][C@H:6]([NH:9][C:10](=[O:16])[O:11][C:12]([CH3:14])([CH3:13])[CH3:15])[CH2:5]1)#[N:1], predict the reactants needed to synthesize it. The reactants are: [NH2:1][C:2]([C@H:4]1[CH2:8][CH2:7][C@H:6]([NH:9][C:10](=[O:16])[O:11][C:12]([CH3:15])([CH3:14])[CH3:13])[CH2:5]1)=O.N1C=CC=CC=1.FC(F)(F)C(OC(=O)C(F)(F)F)=O. (2) Given the product [NH2:1][C:2]1[C:7]([C:8]#[N:9])=[C:6]([CH:10]2[CH2:15][CH2:14][CH2:13][CH:12]([C:16]([OH:18])=[O:17])[CH2:11]2)[CH:5]=[C:4]([C:20]2[CH:25]=[CH:24][CH:23]=[CH:22][C:21]=2[OH:26])[N:3]=1, predict the reactants needed to synthesize it. The reactants are: [NH2:1][C:2]1[C:7]([C:8]#[N:9])=[C:6]([CH:10]2[CH2:15][CH2:14][CH2:13][CH:12]([C:16]([O:18]C)=[O:17])[CH2:11]2)[CH:5]=[C:4]([C:20]2[CH:25]=[CH:24][CH:23]=[CH:22][C:21]=2[OH:26])[N:3]=1.Cl. (3) The reactants are: [O:1]1[CH2:6][CH2:5][CH:4]([CH2:7][OH:8])[CH2:3][CH2:2]1.[S:9](Cl)([C:12]1[CH:18]=[CH:17][C:15]([CH3:16])=[CH:14][CH:13]=1)(=[O:11])=[O:10]. Given the product [O:1]1[CH2:6][CH2:5][CH:4]([CH2:7][O:8][S:9]([C:12]2[CH:18]=[CH:17][C:15]([CH3:16])=[CH:14][CH:13]=2)(=[O:11])=[O:10])[CH2:3][CH2:2]1, predict the reactants needed to synthesize it. (4) Given the product [CH2:8]([C:7]1=[CH:6][N:5]([C:1]([CH3:2])([CH3:3])[CH3:4])[S:22]/[C:21]/1=[N:20]\[C:18](=[O:19])[C:17]1[CH:23]=[C:13]([Cl:12])[CH:14]=[CH:15][C:16]=1[O:24][CH3:25])[CH2:9][CH2:10][CH3:11], predict the reactants needed to synthesize it. The reactants are: [C:1]([N:5]=[CH:6][CH2:7][CH2:8][CH2:9][CH2:10][CH3:11])([CH3:4])([CH3:3])[CH3:2].[Cl:12][C:13]1[CH:14]=[CH:15][C:16]([O:24][CH3:25])=[C:17]([CH:23]=1)[C:18]([N:20]=[C:21]=[S:22])=[O:19].II.CO. (5) Given the product [F:1][C:2]1[C:3]([CH2:9][OH:10])=[N:4][CH:5]=[C:6]([F:8])[CH:7]=1, predict the reactants needed to synthesize it. The reactants are: [F:1][C:2]1[C:3]([C:9](OC)=[O:10])=[N:4][CH:5]=[C:6]([F:8])[CH:7]=1.[BH4-].[Li+]. (6) The reactants are: [CH2:1]([O:3][C:4]([C:6]1[C:7]([C:17]2[CH:22]=[CH:21][C:20]([NH2:23])=[CH:19][CH:18]=2)=[C:8]2[N:13]([C:14]=1[Br:15])[N:12]=[CH:11][N:10]=[C:9]2[NH2:16])=[O:5])[CH3:2].C(N(CC)CC)C.C1([O:37][C:38](=O)[NH:39][C:40]2[CH:45]=[C:44]([C:46]([F:49])([F:48])[F:47])[CH:43]=[CH:42][N:41]=2)C=CC=CC=1. Given the product [NH2:16][C:9]1[C:8]2=[C:7]([C:17]3[CH:18]=[CH:19][C:20]([NH:23][C:38]([NH:39][C:40]4[CH:45]=[C:44]([C:46]([F:48])([F:47])[F:49])[CH:43]=[CH:42][N:41]=4)=[O:37])=[CH:21][CH:22]=3)[C:6]([C:4]([O:3][CH2:1][CH3:2])=[O:5])=[C:14]([Br:15])[N:13]2[N:12]=[CH:11][N:10]=1, predict the reactants needed to synthesize it. (7) Given the product [CH2:20]([O:19][C:14]1[C:13]([C:6]2([OH:22])[C:5]3[C:9](=[CH:10][CH:11]=[C:3]([C:1]#[N:2])[CH:4]=3)[N:8]([S:35]([C:29]3[CH:34]=[CH:33][CH:32]=[CH:31][CH:30]=3)(=[O:37])=[O:36])[C:7]2=[O:12])=[CH:18][CH:17]=[CH:16][N:15]=1)[CH3:21], predict the reactants needed to synthesize it. The reactants are: [C:1]([C:3]1[CH:4]=[C:5]2[C:9](=[CH:10][CH:11]=1)[NH:8][C:7](=[O:12])[C:6]2([OH:22])[C:13]1[C:14]([O:19][CH2:20][CH3:21])=[N:15][CH:16]=[CH:17][CH:18]=1)#[N:2].CC(C)([O-])C.[K+].[C:29]1([S:35](Cl)(=[O:37])=[O:36])[CH:34]=[CH:33][CH:32]=[CH:31][CH:30]=1.ClCCl.CO. (8) Given the product [CH3:29][O:28][C:26]1[C:22]([C:23]2[O:1][N:2]=[C:3]([C:5]3[C:10]([C:11]4[CH:16]=[CH:15][CH:14]=[CH:13][CH:12]=4)=[CH:9][CH:8]=[CH:7][N:6]=3)[N:4]=2)=[C:21]([OH:30])[CH:20]=[C:19]([O:18][CH3:17])[CH:27]=1, predict the reactants needed to synthesize it. The reactants are: [OH:1][NH:2][C:3]([C:5]1[C:10]([C:11]2[CH:16]=[CH:15][CH:14]=[CH:13][CH:12]=2)=[CH:9][CH:8]=[CH:7][N:6]=1)=[NH:4].[CH3:17][O:18][C:19]1[CH:20]=[C:21]([OH:30])[C:22](=[C:26]([O:28][CH3:29])[CH:27]=1)[C:23](O)=O.